From a dataset of Catalyst prediction with 721,799 reactions and 888 catalyst types from USPTO. Predict which catalyst facilitates the given reaction. (1) Reactant: [F:1][C:2]1[C:7]([C:8]2[CH2:13][CH2:12][CH:11]([OH:14])[CH2:10][CH:9]=2)=[CH:6][CH:5]=[CH:4][N:3]=1.C(O)C. Product: [F:1][C:2]1[C:7]([CH:8]2[CH2:9][CH2:10][CH:11]([OH:14])[CH2:12][CH2:13]2)=[CH:6][CH:5]=[CH:4][N:3]=1. The catalyst class is: 304. (2) Reactant: [Cl:1][C:2]1[CH:18]=[CH:17][C:5]2[CH2:6][CH2:7][N:8]([C:11](=[O:16])[C:12]([F:15])([F:14])[F:13])[CH2:9][CH2:10][C:4]=2[C:3]=1OS(C(F)(F)F)(=O)=O.[F:27][C:28]([F:46])([F:45])[CH2:29][S:30][CH2:31][C:32]1([O:44][CH2:43][CH2:42][O:41]1)[C:33]1[CH:40]=[CH:39][C:36]([CH2:37][NH2:38])=[CH:35][CH:34]=1.C1C=CC(P(C2C(C3C(P(C4C=CC=CC=4)C4C=CC=CC=4)=CC=C4C=3C=CC=C4)=C3C(C=CC=C3)=CC=2)C2C=CC=CC=2)=CC=1.C(=O)([O-])[O-].[Cs+].[Cs+]. Product: [Cl:1][C:2]1[CH:18]=[CH:17][C:5]2[CH2:6][CH2:7][N:8]([C:11](=[O:16])[C:12]([F:13])([F:15])[F:14])[CH2:9][CH2:10][C:4]=2[C:3]=1[NH:38][CH2:37][C:36]1[CH:35]=[CH:34][C:33]([C:32]2([O:41][CH2:42][CH2:43][O:44]2)[CH2:31][S:30][CH2:29][C:28]([F:27])([F:45])[F:46])=[CH:40][CH:39]=1. The catalyst class is: 101. (3) Reactant: [Br:1][C:2]1[CH:7]=[C:6]2[N:8]([C:16]3[CH:21]=[CH:20][N:19]=[C:18](N)[N:17]=3)[CH2:9][C:10]3([CH2:15][CH2:14][O:13][CH2:12][CH2:11]3)[C:5]2=[CH:4][CH:3]=1.C(ON=O)CC(C)C. Product: [Br:1][C:2]1[CH:7]=[C:6]2[N:8]([C:16]3[CH:21]=[CH:20][N:19]=[CH:18][N:17]=3)[CH2:9][C:10]3([CH2:15][CH2:14][O:13][CH2:12][CH2:11]3)[C:5]2=[CH:4][CH:3]=1. The catalyst class is: 1. (4) Reactant: [CH2:1]([O:8][C:9]1[CH:14]=[CH:13][C:12]([C:15]2[CH:20]([F:21])[CH2:19][N:18]([C:22]([O:24][C:25]([CH3:28])([CH3:27])[CH3:26])=[O:23])[CH2:17][CH:16]=2)=[CH:11][CH:10]=1)[C:2]1[CH:7]=[CH:6][CH:5]=[CH:4][CH:3]=1. Product: [CH2:1]([O:8][C:9]1[CH:10]=[CH:11][C:12]([C@H:15]2[CH2:16][CH2:17][N:18]([C:22]([O:24][C:25]([CH3:27])([CH3:26])[CH3:28])=[O:23])[CH2:19][C@H:20]2[F:21])=[CH:13][CH:14]=1)[C:2]1[CH:3]=[CH:4][CH:5]=[CH:6][CH:7]=1. The catalyst class is: 78. (5) Reactant: C(N(CC)CC)C.[CH3:8][S:9](Cl)(=[O:11])=[O:10].[C:13]([C:15]1[C@@H:20]([C:21]2[CH:26]=[CH:25][C:24]([C:27]#[N:28])=[CH:23][CH:22]=2)[N:19]2[N:29]=[C:30]([NH:32][C:33](=[O:42])[O:34][CH2:35][C:36]3[CH:41]=[CH:40][CH:39]=[CH:38][CH:37]=3)[N:31]=[C:18]2[N:17]([C:43]2[CH:48]=[CH:47][CH:46]=[C:45]([C:49]([F:52])([F:51])[F:50])[CH:44]=2)[C:16]=1[CH3:53])#[N:14]. Product: [C:13]([C:15]1[C@@H:20]([C:21]2[CH:26]=[CH:25][C:24]([C:27]#[N:28])=[CH:23][CH:22]=2)[N:19]2[N:29]=[C:30]([N:32]([S:9]([CH3:8])(=[O:11])=[O:10])[C:33](=[O:42])[O:34][CH2:35][C:36]3[CH:41]=[CH:40][CH:39]=[CH:38][CH:37]=3)[N:31]=[C:18]2[N:17]([C:43]2[CH:48]=[CH:47][CH:46]=[C:45]([C:49]([F:52])([F:51])[F:50])[CH:44]=2)[C:16]=1[CH3:53])#[N:14]. The catalyst class is: 877. (6) Reactant: FC(F)(F)S(O)(=O)=O.C1COCC1.[O:14]=[C:15]1[N:21]2[C@H:17]([CH2:18][C:19]([C:28]3[CH:33]=[CH:32][CH:31]=[C:30]([CH2:34][O:35][Si](CC)(CC)CC)[CH:29]=3)=[C:20]2[C:22]([O:24][CH2:25][CH:26]=[CH2:27])=[O:23])[C@H:16]1[C@H:43]([O:45][Si](CC)(CC)CC)[CH3:44].C(=O)([O-])O.[Na+]. Product: [OH:45][C@@H:43]([C@H:16]1[C:15](=[O:14])[N:21]2[C@@H:17]1[CH2:18][C:19]([C:28]1[CH:33]=[CH:32][CH:31]=[C:30]([CH2:34][OH:35])[CH:29]=1)=[C:20]2[C:22]([O:24][CH2:25][CH:26]=[CH2:27])=[O:23])[CH3:44]. The catalyst class is: 6.